Dataset: Full USPTO retrosynthesis dataset with 1.9M reactions from patents (1976-2016). Task: Predict the reactants needed to synthesize the given product. (1) Given the product [NH2:38][C:3]1[C:4]([O:29][C:30]2[CH:35]=[CH:34][C:33]([F:36])=[CH:32][C:31]=2[F:37])=[C:5]([C:8]2[C:9]3[CH:18]=[CH:17][N:16]([S:19]([C:22]4[CH:23]=[CH:24][C:25]([CH3:28])=[CH:26][CH:27]=4)(=[O:20])=[O:21])[C:10]=3[C:11](=[O:15])[N:12]([CH3:14])[CH:13]=2)[CH:6]=[CH:7][C:2]=1[NH2:1], predict the reactants needed to synthesize it. The reactants are: [NH2:1][C:2]1[CH:7]=[CH:6][C:5]([C:8]2[C:9]3[CH:18]=[CH:17][N:16]([S:19]([C:22]4[CH:27]=[CH:26][C:25]([CH3:28])=[CH:24][CH:23]=4)(=[O:21])=[O:20])[C:10]=3[C:11](=[O:15])[N:12]([CH3:14])[CH:13]=2)=[C:4]([O:29][C:30]2[CH:35]=[CH:34][C:33]([F:36])=[CH:32][C:31]=2[F:37])[C:3]=1[N+:38]([O-])=O.CO.[Cl-].[NH4+]. (2) Given the product [Cl:1][C:2]1[C:3]2[N:4]([CH:15]=[C:16]([C:17]([O:19][CH3:20])=[O:18])[N:8]=2)[CH:5]=[CH:6][N:7]=1, predict the reactants needed to synthesize it. The reactants are: [Cl:1][C:2]1[C:3]([NH2:8])=[N:4][CH:5]=[CH:6][N:7]=1.C(=O)(O)[O-].[Na+].Br[CH2:15][C:16](=O)[C:17]([O:19][CH3:20])=[O:18].O.